This data is from Peptide-MHC class II binding affinity with 134,281 pairs from IEDB. The task is: Regression. Given a peptide amino acid sequence and an MHC pseudo amino acid sequence, predict their binding affinity value. This is MHC class II binding data. (1) The peptide sequence is KHLAVLVKYEGDTMA. The MHC is HLA-DQA10101-DQB10501 with pseudo-sequence HLA-DQA10101-DQB10501. The binding affinity (normalized) is 0. (2) The MHC is DRB1_1101 with pseudo-sequence DRB1_1101. The peptide sequence is EHREVLWKFDSQLAHRH. The binding affinity (normalized) is 0.464.